Dataset: Full USPTO retrosynthesis dataset with 1.9M reactions from patents (1976-2016). Task: Predict the reactants needed to synthesize the given product. (1) The reactants are: [Br:1][C:2]1[CH:3]=[CH:4][C:5]([C:11](=[O:21])[C:12]2[CH:17]=[CH:16][CH:15]=[C:14]([O:18][CH3:19])[C:13]=2[CH3:20])=[C:6]([CH:10]=1)[C:7]([OH:9])=O.BrC1C=CC(C(O)=O)=C(C(=O)C2C=CC=C(OC)C=2C)C=1.C(Cl)(=O)C(Cl)=O.C(N(CC)CC)C.[CH3:56][NH:57][CH2:58][CH2:59][OH:60]. Given the product [Br:1][C:2]1[CH:3]=[CH:4][C:5]([C:11](=[O:21])[C:12]2[CH:17]=[CH:16][CH:15]=[C:14]([O:18][CH3:19])[C:13]=2[CH3:20])=[C:6]([CH:10]=1)[C:7]([N:57]([CH2:58][CH2:59][OH:60])[CH3:56])=[O:9], predict the reactants needed to synthesize it. (2) Given the product [NH2:5][CH2:6][CH2:7][CH2:8][C:9]1[CH:10]=[C:11]([C:15]#[C:16][C:17]([OH:24])([CH2:21][CH2:22][CH3:23])[CH2:18][CH2:19][CH3:20])[CH:12]=[CH:13][CH:14]=1, predict the reactants needed to synthesize it. The reactants are: FC(F)(F)C([NH:5][CH2:6][CH2:7][CH2:8][C:9]1[CH:14]=[CH:13][CH:12]=[C:11]([C:15]#[C:16][C:17]([OH:24])([CH2:21][CH2:22][CH3:23])[CH2:18][CH2:19][CH3:20])[CH:10]=1)=O.[NH4+].[OH-]. (3) Given the product [CH3:1][S:2]([C:5]1[CH:6]=[C:7]([CH:11]=[C:12]([N+:14]([O-:16])=[O:15])[CH:13]=1)[C:8]([OH:10])=[O:9])(=[O:3])=[O:4], predict the reactants needed to synthesize it. The reactants are: [CH3:1][S:2]([C:5]1[CH:6]=[C:7]([CH:11]=[CH:12][CH:13]=1)[C:8]([OH:10])=[O:9])(=[O:4])=[O:3].[N+:14]([O-])([O-:16])=[O:15].[K+]. (4) Given the product [CH:16]1[C:11]2[CH2:10][CH2:9][C:8]3[CH:7]=[CH:20][CH:19]=[CH:18][C:17]=3[C:6](=[CH:5][C:25]3[CH:26]=[C:27]([NH2:89])[CH:28]=[CH:29][CH:24]=3)[C:12]=2[CH:13]=[CH:14][CH:15]=1, predict the reactants needed to synthesize it. The reactants are: BrC1C=C(C=CC=1)[CH:5]=[C:6]1[C:12]2[CH:13]=[CH:14][CH:15]=[CH:16][C:11]=2[CH2:10][CH2:9][C:8]2[CH:17]=[CH:18][CH:19]=[CH:20][C:7]1=2.[CH:24]1[CH:25]=[CH:26][C:27](P([C:24]2[C:29]([C:24]3[C:29](P([C:24]4[CH:29]=[CH:28][CH:27]=[CH:26][CH:25]=4)[C:24]4[CH:29]=[CH:28][CH:27]=[CH:26][CH:25]=4)=[CH:28][CH:27]=[C:26]4[C:25]=3C=CC=C4)=[C:28]3[C:27](C=CC=C3)=[CH:26][CH:25]=2)[C:24]2[CH:29]=[CH:28][CH:27]=[CH:26][CH:25]=2)=[CH:28][CH:29]=1.CC(C)([O-])C.[Na+].C(=[NH:89])(C1C=CC=CC=1)C1C=CC=CC=1. (5) The reactants are: [CH3:1][CH:2]([C:6]1[C:10](/[CH:11]=[CH:12]/[C:13]([O:15][CH2:16][CH3:17])=[O:14])=[CH:9][N:8]([C:18]2[CH:23]=[CH:22][C:21]([C:24]([F:27])([F:26])[F:25])=[CH:20][N:19]=2)[N:7]=1)[CH2:3][CH2:4][CH3:5]. Given the product [CH3:1][CH:2]([C:6]1[C:10]([CH2:11][CH2:12][C:13]([O:15][CH2:16][CH3:17])=[O:14])=[CH:9][N:8]([C:18]2[CH:23]=[CH:22][C:21]([C:24]([F:27])([F:26])[F:25])=[CH:20][N:19]=2)[N:7]=1)[CH2:3][CH2:4][CH3:5], predict the reactants needed to synthesize it. (6) Given the product [CH3:15][O:16][C:17]1[C:21]([C:22]([O:24][CH2:25][CH3:26])=[O:23])=[CH:20][N:19]([C:28]2[CH:33]=[N:32][C:31]([C:34]([F:37])([F:36])[F:35])=[CH:30][CH:29]=2)[N:18]=1, predict the reactants needed to synthesize it. The reactants are: N1CCC[C@H]1C(O)=O.C(=O)([O-])[O-].[K+].[K+].[CH3:15][O:16][C:17]1[C:21]([C:22]([O:24][CH2:25][CH3:26])=[O:23])=[CH:20][NH:19][N:18]=1.Br[C:28]1[CH:29]=[CH:30][C:31]([C:34]([F:37])([F:36])[F:35])=[N:32][CH:33]=1. (7) Given the product [C:6]([O:8][CH2:9][CH2:32][CH2:31][CH2:30][CH2:29][CH2:28][CH2:27][CH2:26][CH2:25][CH2:24][CH2:23][CH2:22][CH2:21][CH2:20][CH2:19][CH2:18][CH2:17][CH3:16])(=[O:7])[C:5]1[CH:10]=[CH:11][C:2]([C:1]([O:13][CH2:14][CH2:32][CH2:31][CH2:30][CH2:29][CH2:28][CH2:27][CH2:26][CH2:25][CH2:24][CH2:23][CH2:22][CH2:21][CH2:20][CH2:19][CH2:18][CH2:17][CH3:16])=[O:12])=[CH:3][CH:4]=1, predict the reactants needed to synthesize it. The reactants are: [C:1]([O:13][CH3:14])(=[O:12])[C:2]1[CH:11]=[CH:10][C:5]([C:6]([O:8][CH3:9])=[O:7])=[CH:4][CH:3]=1.C(O)[CH2:16][CH2:17][CH2:18][CH2:19][CH2:20][CH2:21][CH2:22][CH2:23][CH2:24][CH2:25][CH2:26][CH2:27][CH2:28][CH2:29][CH2:30][CH2:31][CH3:32].